This data is from Reaction yield outcomes from USPTO patents with 853,638 reactions. The task is: Predict the reaction yield, written as a fraction of the theoretical maximum amount of product (1.0 means a 100% yield; for example, 0.34 means a 34% yield). The reactants are [Br:1][C:2]1[CH:11]=[C:10]2[C:5]([CH:6]=[CH:7][C:8]([OH:12])=[CH:9]2)=[CH:4][CH:3]=1.C1(P(C2C=CC=CC=2)C2C=CC=CC=2)C=CC=CC=1.[CH3:32][C@H:33]1[CH2:38][CH2:37][CH2:36][C@@H:35]([CH3:39])[N:34]1[CH2:40][CH2:41][CH2:42]O.N(C(OC(C)C)=O)=NC(OC(C)C)=O. The catalyst is C1COCC1. The product is [Br:1][C:2]1[CH:11]=[C:10]2[C:5]([CH:6]=[CH:7][C:8]([O:12][CH2:42][CH2:41][CH2:40][N:34]3[C@H:35]([CH3:39])[CH2:36][CH2:37][CH2:38][C@@H:33]3[CH3:32])=[CH:9]2)=[CH:4][CH:3]=1. The yield is 0.690.